This data is from Reaction yield outcomes from USPTO patents with 853,638 reactions. The task is: Predict the reaction yield, written as a fraction of the theoretical maximum amount of product (1.0 means a 100% yield; for example, 0.34 means a 34% yield). (1) The reactants are [BH4-].[Na+].[Cl:3][C:4]1[C:12]2[N:11]=[C:10]3[N:13]([C:17]4[CH:22]=[CH:21][C:20]([Cl:23])=[CH:19][C:18]=4[Cl:24])[CH2:14][CH2:15][CH2:16][N:9]3[C:8]=2[C:7]([C:25]([CH3:29])([CH3:28])[CH:26]=[O:27])=[CH:6][CH:5]=1. The catalyst is O1CCCC1. The product is [Cl:3][C:4]1[C:12]2[N:11]=[C:10]3[N:13]([C:17]4[CH:22]=[CH:21][C:20]([Cl:23])=[CH:19][C:18]=4[Cl:24])[CH2:14][CH2:15][CH2:16][N:9]3[C:8]=2[C:7]([C:25]([CH3:29])([CH3:28])[CH2:26][OH:27])=[CH:6][CH:5]=1. The yield is 0.850. (2) No catalyst specified. The yield is 0.550. The product is [CH2:1]([N:8]1[C:17]2[C:12](=[CH:13][C:14]([C:18]3[CH:23]=[CH:22][C:21]([F:24])=[CH:20][CH:19]=3)=[CH:15][CH:16]=2)[CH2:11][C:10]([NH:26][S:27]([C:30]2[CH:35]=[CH:34][CH:33]=[CH:32][CH:31]=2)(=[O:29])=[O:28])([CH3:25])[CH2:9]1)[C:2]1[CH:3]=[CH:4][CH:5]=[CH:6][CH:7]=1. The reactants are [CH2:1]([N:8]1[C:17]2[C:12](=[CH:13][C:14]([C:18]3[CH:23]=[CH:22][C:21]([F:24])=[CH:20][CH:19]=3)=[CH:15][CH:16]=2)[CH2:11][C:10]([NH:26][S:27]([C:30]2[CH:35]=[CH:34][CH:33]=[CH:32][CH:31]=2)(=[O:29])=[O:28])([CH3:25])[C:9]1=O)[C:2]1[CH:7]=[CH:6][CH:5]=[CH:4][CH:3]=1.B.C1COCC1. (3) The reactants are [CH:1]1([N:4]2[C:8]([C:9]3[CH:14]=[CH:13][N:12]=[CH:11][CH:10]=3)=[N:7][NH:6][C:5]2=S)[CH2:3][CH2:2]1. The catalyst is [Ni].CCO. The product is [CH:1]1([N:4]2[CH:5]=[N:6][N:7]=[C:8]2[C:9]2[CH:10]=[CH:11][N:12]=[CH:13][CH:14]=2)[CH2:3][CH2:2]1. The yield is 0.723. (4) The reactants are [F:1][C:2]1[CH:7]=[CH:6][CH:5]=[C:4]([F:8])[C:3]=1[N:9]1[C:14]2[N:15]=[C:16](S(C)=O)[N:17]=[C:18]([C:19]3[CH:20]=[C:21]([CH:32]=[CH:33][C:34]=3[CH3:35])[C:22]([NH:24][C:25]3[CH:30]=[CH:29][C:28]([F:31])=[CH:27][CH:26]=3)=[O:23])[C:13]=2[CH:12]=[CH:11][C:10]1=[O:39].[CH3:40][N:41]([CH3:45])[CH2:42][CH2:43][NH2:44]. The catalyst is C(Cl)Cl. The product is [F:1][C:2]1[CH:7]=[CH:6][CH:5]=[C:4]([F:8])[C:3]=1[N:9]1[C:14]2[N:15]=[C:16]([NH:44][CH2:43][CH2:42][N:41]([CH3:45])[CH3:40])[N:17]=[C:18]([C:19]3[CH:20]=[C:21]([CH:32]=[CH:33][C:34]=3[CH3:35])[C:22]([NH:24][C:25]3[CH:30]=[CH:29][C:28]([F:31])=[CH:27][CH:26]=3)=[O:23])[C:13]=2[CH:12]=[CH:11][C:10]1=[O:39]. The yield is 0.720. (5) The reactants are [N+:1]([C:4]1[CH:9]=[CH:8][C:7]([CH2:10][C:11](=[O:13])[CH3:12])=[CH:6][CH:5]=1)([O-:3])=[O:2].[BH4-].[Na+]. The catalyst is CO. The product is [N+:1]([C:4]1[CH:5]=[CH:6][C:7]([CH2:10][CH:11]([OH:13])[CH3:12])=[CH:8][CH:9]=1)([O-:3])=[O:2]. The yield is 0.980.